Dataset: Catalyst prediction with 721,799 reactions and 888 catalyst types from USPTO. Task: Predict which catalyst facilitates the given reaction. (1) Reactant: [F:1][C:2]([F:16])([F:15])[C:3]1[CH:8]=[CH:7][CH:6]=[CH:5][C:4]=1[N:9]1[CH2:14][CH2:13][NH:12][CH2:11][CH2:10]1.Br[CH2:18][CH2:19][CH2:20][N:21]1[C:25](=[O:26])[C:24]2=[CH:27][CH:28]=[CH:29][CH:30]=[C:23]2[C:22]1=[O:31].C(N(CC)CC)C. Product: [F:16][C:2]([F:15])([F:1])[C:3]1[CH:8]=[CH:7][CH:6]=[CH:5][C:4]=1[N:9]1[CH2:14][CH2:13][N:12]([CH2:18][CH2:19][CH2:20][N:21]2[C:25](=[O:26])[C:24]3[C:23](=[CH:30][CH:29]=[CH:28][CH:27]=3)[C:22]2=[O:31])[CH2:11][CH2:10]1. The catalyst class is: 10. (2) Reactant: [NH2:1][C:2]1[CH:3]=[C:4]([NH:16][C:17](=[O:19])[CH3:18])[CH:5]=[CH:6][C:7]=1[NH:8][CH2:9][CH:10]1[CH2:15][CH2:14][O:13][CH2:12][CH2:11]1.CCN(C(C)C)C(C)C.[CH3:29][C:30]([CH3:35])([CH3:34])[C:31](Cl)=[O:32]. Product: [C:17]([NH:16][C:4]1[CH:5]=[CH:6][C:7]([NH:8][CH2:9][CH:10]2[CH2:11][CH2:12][O:13][CH2:14][CH2:15]2)=[C:2]([NH:1][C:31](=[O:32])[C:30]([CH3:35])([CH3:34])[CH3:29])[CH:3]=1)(=[O:19])[CH3:18]. The catalyst class is: 2. (3) Reactant: [Cl:1][C:2]1[C:7]([O:8][CH3:9])=[CH:6][C:5]([O:10][CH3:11])=[C:4]([Cl:12])[C:3]=1[C:13]1[C:22]2[N:21]=[C:20]([N:23]([CH2:25][CH2:26][N:27]([CH3:29])[CH3:28])[CH3:24])[CH:19]=[N:18][C:17]=2[C:16]([C:30]([OH:32])=O)=[CH:15][CH:14]=1.[NH2:33][C:34]1[CH:35]=[N:36][CH:37]=[CH:38][CH:39]=1. Product: [N:36]1[CH:37]=[CH:38][CH:39]=[C:34]([NH:33][C:30]([C:16]2[C:17]3[N:18]=[CH:19][C:20]([N:23]([CH2:25][CH2:26][N:27]([CH3:28])[CH3:29])[CH3:24])=[N:21][C:22]=3[C:13]([C:3]3[C:2]([Cl:1])=[C:7]([O:8][CH3:9])[CH:6]=[C:5]([O:10][CH3:11])[C:4]=3[Cl:12])=[CH:14][CH:15]=2)=[O:32])[CH:35]=1. The catalyst class is: 61. (4) Reactant: [C:1]1([CH:7]([C:13]2[CH:18]=[CH:17][CH:16]=[CH:15][CH:14]=2)[N:8]2[CH2:11][CH:10]([NH2:12])[CH2:9]2)[CH:6]=[CH:5][CH:4]=[CH:3][CH:2]=1.C(N(CC)CC)C.[CH3:26][S:27](Cl)(=[O:29])=[O:28]. Product: [C:13]1([CH:7]([C:1]2[CH:2]=[CH:3][CH:4]=[CH:5][CH:6]=2)[N:8]2[CH2:11][CH:10]([NH:12][S:27]([CH3:26])(=[O:29])=[O:28])[CH2:9]2)[CH:14]=[CH:15][CH:16]=[CH:17][CH:18]=1. The catalyst class is: 4. (5) Reactant: I[C:2]1[CH:3]=[CH:4][C:5]2[N:6]([CH:8]=[C:9]([NH:11][C:12]([CH:14]3[CH2:16][CH2:15]3)=[O:13])[N:10]=2)[N:7]=1.[NH2:17][C:18]1[CH:19]=[C:20]([OH:25])[CH:21]=[CH:22][C:23]=1[Cl:24].C(=O)([O-])[O-].[K+].[K+]. Product: [NH2:17][C:18]1[CH:19]=[C:20]([CH:21]=[CH:22][C:23]=1[Cl:24])[O:25][C:2]1[CH:3]=[CH:4][C:5]2[N:6]([CH:8]=[C:9]([NH:11][C:12]([CH:14]3[CH2:16][CH2:15]3)=[O:13])[N:10]=2)[N:7]=1. The catalyst class is: 9. (6) Reactant: [Cl:1][C:2]1[C:7]([OH:8])=[CH:6][CH:5]=[C:4]([CH2:9][OH:10])[N:3]=1.C([O-])(O)=O.[Na+].[I:16]I.OS([O-])(=O)=O.[Na+]. Product: [Cl:1][C:2]1[C:7]([OH:8])=[C:6]([I:16])[CH:5]=[C:4]([CH2:9][OH:10])[N:3]=1. The catalyst class is: 6.